From a dataset of Full USPTO retrosynthesis dataset with 1.9M reactions from patents (1976-2016). Predict the reactants needed to synthesize the given product. (1) Given the product [F:26][C:22]1[CH:21]=[C:20]2[C:25](=[CH:24][CH:23]=1)[N:17]([NH:16][C:8]([C:7]1[C:2]([CH3:1])=[N:3][C:4]([C:11]3[S:12][CH:13]=[CH:14][N:15]=3)=[N:5][CH:6]=1)=[O:10])[CH:18]=[C:19]2[CH2:27][CH2:28][C:29]([OH:31])([CH3:30])[CH3:32], predict the reactants needed to synthesize it. The reactants are: [CH3:1][C:2]1[C:7]([C:8]([OH:10])=O)=[CH:6][N:5]=[C:4]([C:11]2[S:12][CH:13]=[CH:14][N:15]=2)[N:3]=1.[NH2:16][N:17]1[C:25]2[C:20](=[CH:21][C:22]([F:26])=[CH:23][CH:24]=2)[C:19]([CH2:27][CH2:28][C:29]([CH3:32])([OH:31])[CH3:30])=[CH:18]1.C[N+]1(C2N=C(OC)N=C(OC)N=2)CCOCC1.[Cl-]. (2) The reactants are: [C:1]([C:4]1[N:8]([CH:9]([CH3:11])[CH3:10])[C:7]([C:12]([F:15])([F:14])[F:13])=[N:6][CH:5]=1)(=[O:3])[CH3:2]. Given the product [CH3:7][N:8]([CH3:9])/[CH:4]=[CH:2]/[C:1]([C:4]1[N:8]([CH:9]([CH3:11])[CH3:10])[C:7]([C:12]([F:14])([F:15])[F:13])=[N:6][CH:5]=1)=[O:3], predict the reactants needed to synthesize it. (3) The reactants are: [CH3:1][O:2][CH:3]([O:22][CH3:23])[C:4]1[CH:9]=[CH:8][C:7]([O:10][CH2:11][CH2:12][N:13]2[CH2:18][CH2:17][O:16][CH2:15][CH2:14]2)=[C:6]([N+:19]([O-])=O)[CH:5]=1. Given the product [CH3:23][O:22][CH:3]([O:2][CH3:1])[C:4]1[CH:9]=[CH:8][C:7]([O:10][CH2:11][CH2:12][N:13]2[CH2:18][CH2:17][O:16][CH2:15][CH2:14]2)=[C:6]([NH2:19])[CH:5]=1, predict the reactants needed to synthesize it. (4) Given the product [Cl:15][S:16]([C:13]1[C:12]([CH3:14])=[CH:11][C:4]([O:5][CH2:6][C:7]([O:9][CH3:10])=[O:8])=[CH:3][C:2]=1[CH3:1])(=[O:18])=[O:17], predict the reactants needed to synthesize it. The reactants are: [CH3:1][C:2]1[CH:3]=[C:4]([CH:11]=[C:12]([CH3:14])[CH:13]=1)[O:5][CH2:6][C:7]([O:9][CH3:10])=[O:8].[Cl:15][S:16](O)(=[O:18])=[O:17]. (5) Given the product [Cl:1][C:2]1[N:7]=[C:6]([NH:8][C:9]2([C:12]([OH:14])=[O:13])[CH2:10][CH2:11]2)[C:5]([Cl:16])=[CH:4][N:3]=1, predict the reactants needed to synthesize it. The reactants are: [Cl:1][C:2]1[N:7]=[C:6]([NH:8][C:9]2([C:12]([O:14]C)=[O:13])[CH2:11][CH2:10]2)[C:5]([Cl:16])=[CH:4][N:3]=1.O[Li].O.Cl. (6) Given the product [N+:1]([C:4]1[CH:5]=[CH:6][C:7]([C:10]([N:13]2[CH2:17][CH2:16][CH2:15][CH2:14]2)=[O:12])=[N:8][CH:9]=1)([O-:3])=[O:2], predict the reactants needed to synthesize it. The reactants are: [N+:1]([C:4]1[CH:5]=[CH:6][C:7]([C:10]([OH:12])=O)=[N:8][CH:9]=1)([O-:3])=[O:2].[NH:13]1[CH2:17][CH2:16][CH2:15][CH2:14]1.CCN(C(C)C)C(C)C.CN(C(ON1N=NC2C=CC=NC1=2)=[N+](C)C)C.F[P-](F)(F)(F)(F)F. (7) Given the product [C:5]([NH:8][C:9]1[C:17]([N+:1]([O-:4])=[O:2])=[CH:16][C:12]([C:13]([OH:15])=[O:14])=[C:11]([OH:18])[CH:10]=1)(=[O:7])[CH3:6], predict the reactants needed to synthesize it. The reactants are: [N+:1]([O-:4])(O)=[O:2].[C:5]([NH:8][C:9]1[CH:17]=[CH:16][C:12]([C:13]([OH:15])=[O:14])=[C:11]([OH:18])[CH:10]=1)(=[O:7])[CH3:6]. (8) Given the product [CH2:1]([C:6]1[CH:13]=[CH:12][C:11]([C:14]([F:17])([F:16])[F:15])=[CH:10][C:7]=1[CH2:8][NH2:24])[CH2:2][CH2:3][CH:4]=[CH2:5], predict the reactants needed to synthesize it. The reactants are: [CH2:1]([C:6]1[CH:13]=[CH:12][C:11]([C:14]([F:17])([F:16])[F:15])=[CH:10][C:7]=1[CH:8]=O)[CH2:2][CH2:3][CH:4]=[CH2:5].C([O-])(=O)C.[NH4+].C([BH3-])#[N:24].[Na+].C(=O)(O)[O-].[Na+]. (9) Given the product [F:27][C:20]1[C:19]([CH2:18][O:17][C:15]([N:11]2[C@H:12]([CH3:14])[CH2:13][NH:8][CH2:9][C@@H:10]2[CH3:28])=[O:16])=[C:24]([F:25])[CH:23]=[CH:22][C:21]=1[C:32]1[CH:33]=[CH:34][CH:35]=[CH:36][C:31]=1[O:30][CH3:29], predict the reactants needed to synthesize it. The reactants are: C(OC([N:8]1[CH2:13][C@@H:12]([CH3:14])[N:11]([C:15]([O:17][CH2:18][C:19]2[C:24]([F:25])=[CH:23][CH:22]=[C:21](Br)[C:20]=2[F:27])=[O:16])[C@@H:10]([CH3:28])[CH2:9]1)=O)(C)(C)C.[CH3:29][O:30][C:31]1[CH:36]=[CH:35][CH:34]=[CH:33][C:32]=1B(O)O.C([O-])([O-])=O.[Na+].[Na+].